Dataset: Forward reaction prediction with 1.9M reactions from USPTO patents (1976-2016). Task: Predict the product of the given reaction. (1) Given the reactants [NH2:1][C:2]1[C:7]([OH:8])=[CH:6][C:5]([Cl:9])=[CH:4][N:3]=1.[CH2:10]([NH:17][C:18](=[O:21])[CH2:19]Cl)[C:11]1[CH:16]=[CH:15][CH:14]=[CH:13][CH:12]=1, predict the reaction product. The product is: [NH2:1][C:2]1[C:7]([O:8][CH2:19][C:18]([NH:17][CH2:10][C:11]2[CH:16]=[CH:15][CH:14]=[CH:13][CH:12]=2)=[O:21])=[CH:6][C:5]([Cl:9])=[CH:4][N:3]=1. (2) Given the reactants Cl.Cl.[CH3:3][Si:4]([CH3:31])([CH3:30])[CH2:5][CH2:6][O:7][CH2:8][N:9]1[C:13]2[N:14]=[CH:15][N:16]=[C:17]([C:18]3[CH:19]=[N:20][N:21]([C:23]4([CH2:27][C:28]#[N:29])[CH2:26][NH:25][CH2:24]4)[CH:22]=3)[C:12]=2[CH:11]=[CH:10]1.[OH:32][CH2:33][CH2:34][C:35]1[N:40]=[C:39]([C:41]([F:44])([F:43])[F:42])[N:38]=[C:37]([O:45][CH:46]2[CH2:51][CH2:50][C:49](=O)[CH2:48][CH2:47]2)[CH:36]=1.C(O[BH-](OC(=O)C)OC(=O)C)(=O)C.[Na+], predict the reaction product. The product is: [OH:32][CH2:33][CH2:34][C:35]1[N:40]=[C:39]([C:41]([F:44])([F:42])[F:43])[N:38]=[C:37]([O:45][CH:46]2[CH2:51][CH2:50][CH:49]([N:25]3[CH2:24][C:23]([CH2:27][C:28]#[N:29])([N:21]4[CH:22]=[C:18]([C:17]5[C:12]6[CH:11]=[CH:10][N:9]([CH2:8][O:7][CH2:6][CH2:5][Si:4]([CH3:30])([CH3:3])[CH3:31])[C:13]=6[N:14]=[CH:15][N:16]=5)[CH:19]=[N:20]4)[CH2:26]3)[CH2:48][CH2:47]2)[CH:36]=1.